Dataset: Full USPTO retrosynthesis dataset with 1.9M reactions from patents (1976-2016). Task: Predict the reactants needed to synthesize the given product. Given the product [CH3:1][S:2][C:3]1[N:8]=[C:7]([NH:9][C:10]2([C:13]3[CH:18]=[CH:17][CH:16]=[CH:15][CH:14]=3)[CH2:12][CH2:11]2)[C:6]([C:19]([NH2:27])=[O:21])=[CH:5][N:4]=1, predict the reactants needed to synthesize it. The reactants are: [CH3:1][S:2][C:3]1[N:8]=[C:7]([NH:9][C:10]2([C:13]3[CH:18]=[CH:17][CH:16]=[CH:15][CH:14]=3)[CH2:12][CH2:11]2)[C:6]([C:19]([OH:21])=O)=[CH:5][N:4]=1.C(Cl)CCl.[OH-].[NH4+:27].O.